This data is from Peptide-MHC class II binding affinity with 134,281 pairs from IEDB. The task is: Regression. Given a peptide amino acid sequence and an MHC pseudo amino acid sequence, predict their binding affinity value. This is MHC class II binding data. The peptide sequence is EKKYFAATQFEPAAA. The MHC is DRB1_0701 with pseudo-sequence DRB1_0701. The binding affinity (normalized) is 0.609.